From a dataset of Full USPTO retrosynthesis dataset with 1.9M reactions from patents (1976-2016). Predict the reactants needed to synthesize the given product. (1) Given the product [Cl:35][CH2:36][C:37]([N:16]1[CH2:17][CH2:18][N:13]([C:11]2[N:12]=[C:7]([N:1]3[CH2:2][CH2:3][O:4][CH2:5][CH2:6]3)[N:8]=[C:9]([C:19]3[CH:20]=[C:21]([OH:25])[CH:22]=[CH:23][CH:24]=3)[N:10]=2)[CH2:14][CH2:15]1)=[O:38], predict the reactants needed to synthesize it. The reactants are: [N:1]1([C:7]2[N:12]=[C:11]([N:13]3[CH2:18][CH2:17][NH:16][CH2:15][CH2:14]3)[N:10]=[C:9]([C:19]3[CH:20]=[C:21]([OH:25])[CH:22]=[CH:23][CH:24]=3)[N:8]=2)[CH2:6][CH2:5][O:4][CH2:3][CH2:2]1.C(N(C(C)C)C(C)C)C.[Cl:35][CH2:36][C:37](Cl)=[O:38]. (2) Given the product [F:10][C:8]1[CH:7]=[C:6]([C@H:11]2[N:16]([CH2:17][C:18]([OH:20])=[O:19])[C:15](=[O:22])[C:14]3([CH2:28][O:27][CH2:26][CH2:25][O:24][CH2:23]3)[N:13]([CH3:29])[CH2:12]2)[CH:5]=[C:4]([F:3])[CH:9]=1, predict the reactants needed to synthesize it. The reactants are: [OH-].[Li+].[F:3][C:4]1[CH:5]=[C:6]([C@H:11]2[N:16]([CH2:17][C:18]([O:20]C)=[O:19])[C:15](=[O:22])[C:14]3([CH2:28][O:27][CH2:26][CH2:25][O:24][CH2:23]3)[N:13]([CH3:29])[CH2:12]2)[CH:7]=[C:8]([F:10])[CH:9]=1. (3) Given the product [CH3:1][O:2][C:3]1[C:12]2[C:7](=[CH:8][CH:9]=[CH:10][CH:11]=2)[C:6]([O:13][CH3:14])=[C:5]([CH3:15])[C:4]=1/[CH:16]=[C:17](\[CH3:23])/[C:18]([OH:20])=[O:19], predict the reactants needed to synthesize it. The reactants are: [CH3:1][O:2][C:3]1[C:12]2[C:7](=[CH:8][CH:9]=[CH:10][CH:11]=2)[C:6]([O:13][CH3:14])=[C:5]([CH3:15])[C:4]=1/[CH:16]=[C:17](\[CH3:23])/[C:18]([O:20]CC)=[O:19].COC1C2C(=CC=CC=2)C(OC)=CC=1/C=C(\C)/C(O)=O. (4) Given the product [F:33][C:30]1[CH:29]=[CH:28][C:27]([C:26]2[N:25]([CH2:34][CH:35]([CH3:38])[CH2:36][CH3:37])[N:24]=[C:23]([CH3:39])[C:22]=2[C:9]2[CH:10]=[CH:11][C:12]3[O:17][CH2:16][C:15](=[O:18])[NH:14][C:13]=3[CH:19]=2)=[CH:32][CH:31]=1, predict the reactants needed to synthesize it. The reactants are: CC1(C)C(C)(C)OB([C:9]2[CH:10]=[CH:11][C:12]3[O:17][CH2:16][C:15](=[O:18])[NH:14][C:13]=3[CH:19]=2)O1.Br[C:22]1[C:23]([CH3:39])=[N:24][N:25]([CH2:34][CH:35]([CH3:38])[CH2:36][CH3:37])[C:26]=1[C:27]1[CH:32]=[CH:31][C:30]([F:33])=[CH:29][CH:28]=1.C(=O)([O-])[O-].[Cs+].[Cs+].O.